This data is from CYP2C19 inhibition data for predicting drug metabolism from PubChem BioAssay. The task is: Regression/Classification. Given a drug SMILES string, predict its absorption, distribution, metabolism, or excretion properties. Task type varies by dataset: regression for continuous measurements (e.g., permeability, clearance, half-life) or binary classification for categorical outcomes (e.g., BBB penetration, CYP inhibition). Dataset: cyp2c19_veith. (1) The molecule is CO/N=C(\C(=O)N[C@@H]1C(=O)N2C(C(=O)[O-])=C(C[N+]3(C)CCCC3)CS[C@@H]12)c1csc(N)n1.Cl.O. The result is 0 (non-inhibitor). (2) The result is 0 (non-inhibitor). The compound is O=c1c(-c2cc(F)cc(F)c2)nc2cnc(N3CCOCC3)nc2n1C1CC1. (3) The molecule is CN(C)c1ncc2nc(-c3ccc(F)cc3)c(=O)n(Cc3ccc(F)cc3)c2n1. The result is 0 (non-inhibitor). (4) The compound is COc1cccc(/C=N/n2c(=S)n(C)c3cc(C)c(C)cc32)c1OC. The result is 1 (inhibitor).